Dataset: Full USPTO retrosynthesis dataset with 1.9M reactions from patents (1976-2016). Task: Predict the reactants needed to synthesize the given product. Given the product [N:39]1([C:25]([C:24]2[CH:28]=[CH:29][C:21]([CH:13]([C:11]3[NH:12][C:8]([C:6]4[S:7][C:3]([CH2:2][OH:1])=[CH:4][N:5]=4)=[CH:9][CH:10]=3)[CH2:14][CH:15]3[CH2:20][CH2:19][O:18][CH2:17][CH2:16]3)=[CH:22][CH:23]=2)=[O:27])[CH2:38][CH2:37][CH2:41]1, predict the reactants needed to synthesize it. The reactants are: [OH:1][CH2:2][C:3]1[S:7][C:6]([C:8]2[NH:12][C:11]([CH:13]([C:21]3[CH:29]=[CH:28][C:24]([C:25]([OH:27])=O)=[CH:23][CH:22]=3)[CH2:14][CH:15]3[CH2:20][CH2:19][O:18][CH2:17][CH2:16]3)=[CH:10][CH:9]=2)=[N:5][CH:4]=1.Cl.C(N=C=NC[CH2:37][CH2:38][N:39]([CH3:41])C)C.ON1C2C=CC=CC=2N=N1.N1CCC1.